Dataset: Full USPTO retrosynthesis dataset with 1.9M reactions from patents (1976-2016). Task: Predict the reactants needed to synthesize the given product. (1) Given the product [CH2:1]([C@:8]1([OH:32])[CH2:13][CH2:12][N:11]([CH2:14][CH2:15][O:16][C:17]2[CH:18]=[CH:19][C:20]([OH:23])=[CH:21][CH:22]=2)[CH2:10][C@@H:9]1[OH:31])[C:2]1[CH:7]=[CH:6][CH:5]=[CH:4][CH:3]=1, predict the reactants needed to synthesize it. The reactants are: [CH2:1]([C@:8]1([OH:32])[CH2:13][CH2:12][N:11]([CH2:14][CH2:15][O:16][C:17]2[CH:22]=[CH:21][C:20]([O:23]CC3C=CC=CC=3)=[CH:19][CH:18]=2)[CH2:10][C@@H:9]1[OH:31])[C:2]1[CH:7]=[CH:6][CH:5]=[CH:4][CH:3]=1. (2) Given the product [C:55]([O:54][C:52]([NH:51][C:49](=[N:48][C:46](=[O:47])[O:45][C:41]([CH3:44])([CH3:43])[CH3:42])[NH:50][CH2:34][CH2:33][O:32][C:28]1[CH:29]=[CH:30][CH:31]=[C:26]([CH2:25][N:23]2[CH:24]=[C:20]([C:15]3[CH:16]=[CH:17][CH:18]=[C:19]4[C:14]=3[CH2:13][CH2:12][CH2:11][N:10]4[C:8](=[O:9])[CH2:7][CH2:6][CH2:5][O:4][C:3]3[CH:36]=[CH:37][CH:38]=[C:39]([CH3:40])[C:2]=3[CH3:1])[CH:21]=[N:22]2)[CH:27]=1)=[O:53])([CH3:58])([CH3:57])[CH3:56], predict the reactants needed to synthesize it. The reactants are: [CH3:1][C:2]1[C:39]([CH3:40])=[CH:38][CH:37]=[CH:36][C:3]=1[O:4][CH2:5][CH2:6][CH2:7][C:8]([N:10]1[C:19]2[C:14](=[C:15]([C:20]3[CH:21]=[N:22][N:23]([CH2:25][C:26]4[CH:31]=[CH:30][CH:29]=[C:28]([O:32][CH2:33][CH2:34]O)[CH:27]=4)[CH:24]=3)[CH:16]=[CH:17][CH:18]=2)[CH2:13][CH2:12][CH2:11]1)=[O:9].[C:41]([O:45][C:46]([NH:48][C:49]([NH:51][C:52]([O:54][C:55]([CH3:58])([CH3:57])[CH3:56])=[O:53])=[NH:50])=[O:47])([CH3:44])([CH3:43])[CH3:42].C1(P(C2C=CC=CC=2)C2C=CC=CC=2)C=CC=CC=1.CCOC(/N=N/C(OCC)=O)=O. (3) The reactants are: [NH2:1][C:2]1[NH:3][C:4](=O)[C:5]2[S:10][C:9](=[O:11])[N:8]([C@@H:12]3[O:24][C@H:23]([CH2:25][O:26][C:27](=[O:29])[CH3:28])[C@@H:18]([O:19][C:20](=[O:22])[CH3:21])[C@H:13]3[O:14][C:15](=[O:17])[CH3:16])[C:6]=2[N:7]=1.P12(SP3(SP(SP(S3)(S1)=S)(=S)S2)=S)=[S:32]. Given the product [NH2:1][C:2]1[NH:3][C:4](=[S:32])[C:5]2[S:10][C:9](=[O:11])[N:8]([C@@H:12]3[O:24][C@H:23]([CH2:25][O:26][C:27](=[O:29])[CH3:28])[C@@H:18]([O:19][C:20](=[O:22])[CH3:21])[C@H:13]3[O:14][C:15](=[O:17])[CH3:16])[C:6]=2[N:7]=1, predict the reactants needed to synthesize it. (4) Given the product [CH:32]1([O:31][C:29](=[O:30])[N:25]([C:22]2[CH:21]=[CH:20][C:19]([C:6]3[N:5]([CH:1]4[CH2:2][CH2:3][CH2:4]4)[C:13]4[C:8]([C:7]=3[C:17]#[N:18])=[CH:9][CH:10]=[C:11]([O:14][CH2:15][CH3:16])[CH:12]=4)=[CH:24][CH:23]=2)[CH2:26][CH3:27])[CH2:36][CH2:35][CH2:34][CH2:33]1, predict the reactants needed to synthesize it. The reactants are: [CH:1]1([N:5]2[C:13]3[C:8](=[CH:9][CH:10]=[C:11]([O:14][CH2:15][CH3:16])[CH:12]=3)[C:7]([C:17]#[N:18])=[C:6]2[C:19]2[CH:24]=[CH:23][C:22]([NH:25][CH2:26][CH3:27])=[CH:21][CH:20]=2)[CH2:4][CH2:3][CH2:2]1.Cl[C:29]([O:31][CH:32]1[CH2:36][CH2:35][CH2:34][CH2:33]1)=[O:30].ClC([O-])=O.